From a dataset of Forward reaction prediction with 1.9M reactions from USPTO patents (1976-2016). Predict the product of the given reaction. (1) Given the reactants [Br:1][C:2]1[CH:3]=[C:4]([C:9]2[C:10]([C:21]([F:24])([F:23])[F:22])=[N:11][N:12]([C:15]3[N:20]=[CH:19][CH:18]=[CH:17][N:16]=3)[C:13]=2[NH2:14])[CH:5]=[C:6]([Cl:8])[CH:7]=1.CO[CH:27](OC)[N:28]([CH3:30])[CH3:29], predict the reaction product. The product is: [Br:1][C:2]1[CH:3]=[C:4]([C:9]2[C:10]([C:21]([F:22])([F:24])[F:23])=[N:11][N:12]([C:15]3[N:20]=[CH:19][CH:18]=[CH:17][N:16]=3)[C:13]=2[N:14]=[CH:27][N:28]([CH3:30])[CH3:29])[CH:5]=[C:6]([Cl:8])[CH:7]=1. (2) Given the reactants [C:1]([C:3]1[CH:4]=[C:5]([CH:7]=[CH:8][CH:9]=1)[NH2:6])#[CH:2].[CH3:10][N:11]1[CH:15]=[CH:14][CH:13]=[C:12]1[C:16](Cl)=[O:17].C(N(CC)CC)C, predict the reaction product. The product is: [C:1]([C:3]1[CH:4]=[C:5]([NH:6][C:16]([C:12]2[N:11]([CH3:10])[CH:15]=[CH:14][CH:13]=2)=[O:17])[CH:7]=[CH:8][CH:9]=1)#[CH:2]. (3) Given the reactants CC(C)([O-])C.[K+].[CH2:7]([O:9][C:10](=[O:26])[CH2:11][N:12]=C(C1C=CC=CC=1)C1C=CC=CC=1)[CH3:8].[S:27]1[CH:31]=[CH:30][CH:29]=[C:28]1[C:32]([Cl:34])=[O:33].Cl, predict the reaction product. The product is: [ClH:34].[NH2:12][CH:11]([C:32](=[O:33])[C:28]1[S:27][CH:31]=[CH:30][CH:29]=1)[C:10]([O:9][CH2:7][CH3:8])=[O:26]. (4) The product is: [F:11][C:8]([F:9])([F:10])[C:5]1[CH:6]=[CH:7][C:2]([O:1][CH2:20][CH:22]2[CH2:23][O:24]2)=[CH:3][CH:4]=1. Given the reactants [OH:1][C:2]1[CH:7]=[CH:6][C:5]([C:8]([F:11])([F:10])[F:9])=[CH:4][CH:3]=1.C(=O)([O-])[O-].[K+].[K+].[I-].[K+].[CH2:20]([CH:22]1[O:24][CH2:23]1)Cl, predict the reaction product. (5) The product is: [NH2:29][C:26]1[N:25]=[CH:24][C:23]2[C:22]([NH:34][C:35](=[O:44])[O:36][CH3:37])=[N:21][N:20]([C:1]([C:8]3[CH:9]=[CH:10][CH:11]=[CH:12][CH:13]=3)([C:14]3[CH:19]=[CH:18][CH:17]=[CH:16][CH:15]=3)[C:2]3[CH:3]=[CH:4][CH:5]=[CH:6][CH:7]=3)[C:28]=2[CH:27]=1. Given the reactants [C:1]([N:20]1[C:28]2[CH:27]=[C:26]([NH:29]C(=O)OC)[N:25]=[CH:24][C:23]=2[C:22]([NH:34][C:35](=[O:44])[O:36][CH2:37]C2C=CC=CC=2)=[N:21]1)([C:14]1[CH:19]=[CH:18][CH:17]=[CH:16][CH:15]=1)([C:8]1[CH:13]=[CH:12][CH:11]=[CH:10][CH:9]=1)[C:2]1[CH:7]=[CH:6][CH:5]=[CH:4][CH:3]=1, predict the reaction product. (6) Given the reactants [Cl:1][C:2]1[N:7]=[CH:6][C:5]([C:8]2[CH:17]=[CH:16][C:11]3[N:12]=[C:13]([NH2:15])[S:14][C:10]=3[CH:9]=2)=[CH:4][C:3]=1[N:18]([CH3:20])[CH3:19].Cl[C:22]([O:24][C:25]1[CH:30]=[CH:29][CH:28]=[CH:27][CH:26]=1)=[O:23], predict the reaction product. The product is: [Cl:1][C:2]1[N:7]=[CH:6][C:5]([C:8]2[CH:17]=[CH:16][C:11]3[N:12]=[C:13]([NH:15][C:22](=[O:23])[O:24][C:25]4[CH:30]=[CH:29][CH:28]=[CH:27][CH:26]=4)[S:14][C:10]=3[CH:9]=2)=[CH:4][C:3]=1[N:18]([CH3:20])[CH3:19]. (7) Given the reactants [CH3:1][O:2][C:3](=[O:17])[C@@H:4]1[CH2:8][CH:7]([OH:9])[CH2:6][N:5]1[C:10]([O:12][C:13]([CH3:16])([CH3:15])[CH3:14])=[O:11].C(N(CC)CC)C.[CH3:25][S:26](Cl)(=[O:28])=[O:27].Cl, predict the reaction product. The product is: [CH3:1][O:2][C:3](=[O:17])[C@@H:4]1[CH2:8][CH:7]([O:9][S:26]([CH3:25])(=[O:28])=[O:27])[CH2:6][N:5]1[C:10]([O:12][C:13]([CH3:14])([CH3:16])[CH3:15])=[O:11]. (8) Given the reactants [Se](O)(O)=[O:2].[CH2:5]([O:7][C:8](=[O:22])[CH2:9][C:10]1[C:11]([Cl:21])=[CH:12][CH:13]=[C:14]2[C:19]=1[N:18]=[C:17]([CH3:20])[CH:16]=[CH:15]2)[CH3:6], predict the reaction product. The product is: [CH2:5]([O:7][C:8](=[O:22])[CH2:9][C:10]1[C:11]([Cl:21])=[CH:12][CH:13]=[C:14]2[C:19]=1[N:18]=[C:17]([CH:20]=[O:2])[CH:16]=[CH:15]2)[CH3:6]. (9) Given the reactants [CH2:1]([N:8]1[CH:16]=[C:15]2[C:10]([CH:11]=[CH:12][C:13]3[C:24]4[C:18]5([CH2:26][CH:21]([C:22](=[O:25])[CH:23]=4)[CH2:20][CH2:19]5)[CH2:17][C:14]=32)=[N:9]1)[C:2]1[CH:7]=[CH:6][CH:5]=[CH:4][CH:3]=1.[Cl:27]N1C(=O)CCC1=O, predict the reaction product. The product is: [CH2:1]([N:8]1[CH:16]=[C:15]2[C:10]([CH:11]=[CH:12][C:13]3[C:24]4[C:18]5([CH2:26][CH:21]([C:22](=[O:25])[C:23]=4[Cl:27])[CH2:20][CH2:19]5)[CH2:17][C:14]=32)=[N:9]1)[C:2]1[CH:3]=[CH:4][CH:5]=[CH:6][CH:7]=1.